Dataset: Forward reaction prediction with 1.9M reactions from USPTO patents (1976-2016). Task: Predict the product of the given reaction. (1) Given the reactants [H-].[Na+].[Br:3][C:4]1[CH:9]=[CH:8][C:7]([C:10]2([OH:14])[CH2:13][CH2:12][CH2:11]2)=[CH:6][CH:5]=1.[CH3:15]I, predict the reaction product. The product is: [Br:3][C:4]1[CH:5]=[CH:6][C:7]([C:10]2([O:14][CH3:15])[CH2:13][CH2:12][CH2:11]2)=[CH:8][CH:9]=1. (2) Given the reactants [CH3:1][C:2]1([CH3:17])[C:13]2[C:14]3[N:5]([C:6](=[O:16])[C:7](=[O:15])[NH:8][C:9]=3[CH:10]=[CH:11][CH:12]=2)[CH2:4][CH2:3]1.C(=O)([O-])[O-].[Cs+].[Cs+].[CH2:24](Br)[C:25]#[CH:26].O, predict the reaction product. The product is: [CH3:1][C:2]1([CH3:17])[C:13]2[C:14]3[N:5]([C:6](=[O:16])[C:7](=[O:15])[N:8]([CH2:26][C:25]#[CH:24])[C:9]=3[CH:10]=[CH:11][CH:12]=2)[CH2:4][CH2:3]1. (3) Given the reactants [Cl:1][C:2]1[CH:39]=[CH:38][C:5]([CH2:6][N:7]2[C:15]([C:16]3[CH:33]=[CH:32][C:19]([O:20][C:21]4[CH:30]=[CH:29][CH:28]=[C:27]5[C:22]=4[CH2:23][CH2:24][CH2:25][C:26]5=[O:31])=[CH:18][CH:17]=3)=[C:14]3[C:9]([C:10]([C:34]([F:37])([F:36])[F:35])=[CH:11][CH:12]=[CH:13]3)=[N:8]2)=[C:4]([F:40])[CH:3]=1.[H-].[H-].[H-].[H-].[Li+].[Al+3], predict the reaction product. The product is: [Cl:1][C:2]1[CH:39]=[CH:38][C:5]([CH2:6][N:7]2[C:15]([C:16]3[CH:33]=[CH:32][C:19]([O:20][C:21]4[CH:30]=[CH:29][CH:28]=[C:27]5[C:22]=4[CH2:23][CH2:24][CH2:25][CH:26]5[OH:31])=[CH:18][CH:17]=3)=[C:14]3[C:9]([C:10]([C:34]([F:36])([F:37])[F:35])=[CH:11][CH:12]=[CH:13]3)=[N:8]2)=[C:4]([F:40])[CH:3]=1. (4) The product is: [CH3:3][C:4]1([CH3:24])[CH2:13][C:12]2[C:7](=[CH:8][CH:9]=[CH:10][CH:11]=2)[CH:6]([C:14]2[CH:15]=[N:16][C:17]3[C:22]([CH:23]=2)=[CH:21][CH:20]=[CH:19][CH:18]=3)[NH:5]1. Given the reactants [BH4-].[Na+].[CH3:3][C:4]1([CH3:24])[CH2:13][C:12]2[C:7](=[CH:8][CH:9]=[CH:10][CH:11]=2)[C:6]([C:14]2[CH:15]=[N:16][C:17]3[C:22]([CH:23]=2)=[CH:21][CH:20]=[CH:19][CH:18]=3)=[N:5]1, predict the reaction product.